Dataset: Forward reaction prediction with 1.9M reactions from USPTO patents (1976-2016). Task: Predict the product of the given reaction. (1) Given the reactants CC(C)CO[C:5]([C:7]1[C:8](=[O:37])[N:9]([CH2:19][C:20]2[CH:25]=[CH:24][C:23]([O:26][CH2:27][CH2:28][N:29]([CH2:31][CH2:32][O:33][CH3:34])[CH3:30])=[C:22]([F:35])[C:21]=2[F:36])[N:10]([CH3:18])[C:11]2([C:16]=1[OH:17])C[CH2:14][CH2:13][CH2:12]2)=[O:6].C[C:40]1[C:41]([C:50]2[CH:56]=[C:55]([C:57]([F:60])([F:59])[F:58])[CH:54]=[CH:53][C:51]=2[NH2:52])=[N:42][CH:43]=[N:44][C:45]=1[C:46]([F:49])([F:48])[F:47], predict the reaction product. The product is: [F:36][C:21]1[C:22]([F:35])=[C:23]([O:26][CH:27]2[CH2:30][N:29]([CH2:31][CH2:32][O:33][CH3:34])[CH2:28]2)[CH:24]=[CH:25][C:20]=1[CH2:19][N:9]1[C:8](=[O:37])[C:7]([C:5]([NH:52][C:51]2[CH:53]=[CH:54][C:55]([C:57]([F:58])([F:59])[F:60])=[CH:56][C:50]=2[C:41]2[CH:40]=[C:45]([C:46]([F:49])([F:48])[F:47])[N:44]=[CH:43][N:42]=2)=[O:6])=[C:16]([OH:17])[C:11]2([CH2:14][CH2:13][CH2:12]2)[N:10]1[CH3:18]. (2) Given the reactants [NH2:1][C:2]1[CH:7]=[CH:6][CH:5]=[CH:4][C:3]=1[CH2:8][S:9]([NH:12][CH2:13][CH2:14][O:15][CH2:16][CH2:17][OH:18])(=[O:11])=[O:10].[Cl:19][C:20]1[CH:25]=[CH:24][CH:23]=[C:22]([Cl:26])[C:21]=1Br.C([O-])([O-])=O.[K+].[K+].CC1(C)C2C(=C(P(C3C=CC=CC=3)C3C=CC=CC=3)C=CC=2)OC2C(P(C3C=CC=CC=3)C3C=CC=CC=3)=CC=CC1=2, predict the reaction product. The product is: [Cl:19][C:20]1[CH:25]=[CH:24][CH:23]=[C:22]([Cl:26])[C:21]=1[NH:1][C:2]1[CH:7]=[CH:6][CH:5]=[CH:4][C:3]=1[CH2:8][S:9]([NH:12][CH2:13][CH2:14][O:15][CH2:16][CH2:17][OH:18])(=[O:11])=[O:10]. (3) Given the reactants [CH:1]([N:14]1[CH2:19][CH2:18][N:17]([C:20](=[O:42])[CH2:21][N:22]2[CH2:27][CH2:26][N:25](C(OC(C)(C)C)=O)[CH:24]([C:35]3[CH:40]=[CH:39][CH:38]=[CH:37][CH:36]=3)[C:23]2=[O:41])[CH2:16][CH2:15]1)([C:8]1[CH:13]=[CH:12][CH:11]=[CH:10][CH:9]=1)[C:2]1[CH:7]=[CH:6][CH:5]=[CH:4][CH:3]=1.Cl, predict the reaction product. The product is: [CH:1]([N:14]1[CH2:19][CH2:18][N:17]([C:20](=[O:42])[CH2:21][N:22]2[CH2:27][CH2:26][NH:25][CH:24]([C:35]3[CH:40]=[CH:39][CH:38]=[CH:37][CH:36]=3)[C:23]2=[O:41])[CH2:16][CH2:15]1)([C:2]1[CH:3]=[CH:4][CH:5]=[CH:6][CH:7]=1)[C:8]1[CH:13]=[CH:12][CH:11]=[CH:10][CH:9]=1. (4) Given the reactants Cl[CH2:2][C:3]1[O:7][N:6]=[C:5]([C:8]2[CH:13]=[CH:12][CH:11]=[CH:10][CH:9]=2)[CH:4]=1.[OH:14][C:15]1[CH:41]=[CH:40][C:18]([C:19]([C:21]2[CH:37]=[CH:36][C:35]([O:38][CH3:39])=[CH:34][C:22]=2[O:23][C:24]([CH3:33])([CH3:32])[C:25]([O:27]C(C)(C)C)=[O:26])=[O:20])=[CH:17][CH:16]=1.C(=O)([O-])[O-].[K+].[K+].CN(C)C=O, predict the reaction product. The product is: [CH3:39][O:38][C:35]1[CH:36]=[CH:37][C:21]([C:19](=[O:20])[C:18]2[CH:17]=[CH:16][C:15]([O:14][CH2:2][C:3]3[O:7][N:6]=[C:5]([C:8]4[CH:13]=[CH:12][CH:11]=[CH:10][CH:9]=4)[CH:4]=3)=[CH:41][CH:40]=2)=[C:22]([CH:34]=1)[O:23][C:24]([CH3:33])([CH3:32])[C:25]([OH:27])=[O:26]. (5) Given the reactants N[C:2]1[S:3][C:4]([C:9]([O:11][CH2:12][CH3:13])=[O:10])=[C:5]([CH2:7][CH3:8])[N:6]=1.B(F)(F)F.CCOCC.N(OCCCC)=O.[Na].[OH-].[Na+], predict the reaction product. The product is: [CH2:7]([C:5]1[N:6]=[CH:2][S:3][C:4]=1[C:9]([O:11][CH2:12][CH3:13])=[O:10])[CH3:8].